Dataset: Peptide-MHC class I binding affinity with 185,985 pairs from IEDB/IMGT. Task: Regression. Given a peptide amino acid sequence and an MHC pseudo amino acid sequence, predict their binding affinity value. This is MHC class I binding data. (1) The peptide sequence is HVIQNAFRK. The MHC is HLA-B53:01 with pseudo-sequence HLA-B53:01. The binding affinity (normalized) is 0.213. (2) The peptide sequence is FIKDYRYTY. The MHC is HLA-A03:01 with pseudo-sequence HLA-A03:01. The binding affinity (normalized) is 0.0847. (3) The peptide sequence is VTSLDVINY. The MHC is HLA-A26:01 with pseudo-sequence HLA-A26:01. The binding affinity (normalized) is 0. (4) The peptide sequence is RHDITGFIL. The MHC is HLA-A30:01 with pseudo-sequence HLA-A30:01. The binding affinity (normalized) is 0.0847. (5) The binding affinity (normalized) is 0.0847. The peptide sequence is VYQRGTHPF. The MHC is HLA-A02:16 with pseudo-sequence HLA-A02:16. (6) The peptide sequence is RVRLSMLTV. The MHC is HLA-A26:01 with pseudo-sequence HLA-A26:01. The binding affinity (normalized) is 0.0847. (7) The peptide sequence is DIEPTLAYL. The MHC is HLA-A26:02 with pseudo-sequence HLA-A26:02. The binding affinity (normalized) is 0.484.